Dataset: Full USPTO retrosynthesis dataset with 1.9M reactions from patents (1976-2016). Task: Predict the reactants needed to synthesize the given product. (1) Given the product [CH2:18]([C:9]1([C:13]([O:15][CH2:16][CH3:17])=[O:14])[CH2:10][CH2:11][CH2:12][C:8]1=[O:7])[C:19]1[CH:24]=[CH:23][CH:22]=[CH:21][CH:20]=1, predict the reactants needed to synthesize it. The reactants are: C(=O)([O-])[O-].[K+].[K+].[O:7]=[C:8]1[CH2:12][CH2:11][CH2:10][CH:9]1[C:13]([O:15][CH2:16][CH3:17])=[O:14].[CH2:18](Br)[C:19]1[CH:24]=[CH:23][CH:22]=[CH:21][CH:20]=1. (2) Given the product [CH3:3][O:4][C:5]1[CH:6]=[C:7]([CH:29]=[CH:30][C:31]=1[NH:32][S:33]([CH2:36][CH2:37][CH3:38])(=[O:35])=[O:34])[C:8]([C:10]1[N:14]2[CH:15]=[CH:16][CH:17]=[CH:18][C:13]2=[C:12]([C:19]2[CH:20]=[C:21]([CH:26]=[CH:27][CH:28]=2)[C:22]([OH:24])=[O:23])[N:11]=1)=[O:9], predict the reactants needed to synthesize it. The reactants are: [OH-].[Na+].[CH3:3][O:4][C:5]1[CH:6]=[C:7]([CH:29]=[CH:30][C:31]=1[NH:32][S:33]([CH2:36][CH2:37][CH3:38])(=[O:35])=[O:34])[C:8]([C:10]1[N:14]2[CH:15]=[CH:16][CH:17]=[CH:18][C:13]2=[C:12]([C:19]2[CH:20]=[C:21]([CH:26]=[CH:27][CH:28]=2)[C:22]([O:24]C)=[O:23])[N:11]=1)=[O:9]. (3) The reactants are: Br[C:2]1[C:10]2[C:9](=[O:11])[N:8]([CH3:12])[C:7](=[O:13])[N:6]([CH2:14][CH:15]([CH3:17])[CH3:16])[C:5]=2[S:4][C:3]=1[CH2:18][C:19]1[CH:24]=[CH:23][CH:22]=[CH:21][C:20]=1[C:25]([F:28])([F:27])[F:26].[C:29]([O:33][CH3:34])(=[O:32])[CH:30]=[CH2:31].C1(C)C=CC=CC=1P(C1C=CC=CC=1C)C1C=CC=CC=1C.C(N(CC)CC)C. Given the product [CH3:12][N:8]1[C:9](=[O:11])[C:10]2[C:2]([CH:31]=[CH:30][C:29]([O:33][CH3:34])=[O:32])=[C:3]([CH2:18][C:19]3[CH:24]=[CH:23][CH:22]=[CH:21][C:20]=3[C:25]([F:28])([F:27])[F:26])[S:4][C:5]=2[N:6]([CH2:14][CH:15]([CH3:17])[CH3:16])[C:7]1=[O:13], predict the reactants needed to synthesize it. (4) Given the product [C:22]([CH2:24][C:25]1([N:1]2[CH2:2][CH:3]([CH2:5][N:6]([C@@H:13]3[CH2:15][C@H:14]3[C:16]3[CH:21]=[CH:20][CH:19]=[CH:18][CH:17]=3)[C:7](=[O:12])[C:8]([F:11])([F:10])[F:9])[CH2:4]2)[CH2:26][CH2:27][N:28]([C:31]([O:33][C:34]([CH3:37])([CH3:36])[CH3:35])=[O:32])[CH2:29][CH2:30]1)#[N:23], predict the reactants needed to synthesize it. The reactants are: [NH:1]1[CH2:4][CH:3]([CH2:5][N:6]([C@@H:13]2[CH2:15][C@H:14]2[C:16]2[CH:21]=[CH:20][CH:19]=[CH:18][CH:17]=2)[C:7](=[O:12])[C:8]([F:11])([F:10])[F:9])[CH2:2]1.[C:22]([CH:24]=[C:25]1[CH2:30][CH2:29][N:28]([C:31]([O:33][C:34]([CH3:37])([CH3:36])[CH3:35])=[O:32])[CH2:27][CH2:26]1)#[N:23].C1CCN2C(=NCCC2)CC1. (5) The reactants are: [Br:1][C:2]1[CH:3]=[CH:4][C:5](F)=[N:6][CH:7]=1.[CH3:9][O:10][CH2:11][CH2:12][NH2:13].C(N(CC)C(C)C)(C)C. Given the product [Br:1][C:2]1[CH:3]=[CH:4][C:5]([NH:13][CH2:12][CH2:11][O:10][CH3:9])=[N:6][CH:7]=1, predict the reactants needed to synthesize it. (6) Given the product [Br:1][C:2]1[C:3]([F:13])=[C:4]([CH2:8][CH2:9][C:10]([Cl:22])=[O:11])[CH:5]=[CH:6][CH:7]=1, predict the reactants needed to synthesize it. The reactants are: [Br:1][C:2]1[C:3]([F:13])=[C:4]([CH2:8][CH2:9][C:10](O)=[O:11])[CH:5]=[CH:6][CH:7]=1.CN(C)C=O.C(Cl)(=O)C([Cl:22])=O. (7) Given the product [CH3:1][C:2]1[CH:7]=[CH:6][N:5]=[CH:4][C:3]=1[N:8]1[CH2:12][CH2:11][N:10]([C:15]2[CH:16]=[C:17]3[C:22](=[CH:23][CH:24]=2)[N:21]=[C:20]([CH3:25])[CH:19]=[CH:18]3)[C:9]1=[O:13], predict the reactants needed to synthesize it. The reactants are: [CH3:1][C:2]1[CH:7]=[CH:6][N:5]=[CH:4][C:3]=1[N:8]1[CH2:12][CH2:11][NH:10][C:9]1=[O:13].Br[C:15]1[CH:16]=[C:17]2[C:22](=[CH:23][CH:24]=1)[N:21]=[C:20]([CH3:25])[CH:19]=[CH:18]2.N[C@@H]1CCCC[C@H]1N.P([O-])([O-])([O-])=O.[K+].[K+].[K+].